From a dataset of Forward reaction prediction with 1.9M reactions from USPTO patents (1976-2016). Predict the product of the given reaction. (1) Given the reactants [CH3:1][N:2]1[C:10]2[C:5](=[CH:6][C:7]([C:11]3[NH:12][C:13]4[N:14]([N:18]=[CH:19][C:20]=4[C:21]([NH2:23])=[O:22])[C:15](=[O:17])[CH:16]=3)=[CH:8][CH:9]=2)[CH:4]=[N:3]1.[CH3:24][C:25]1C=CC(S(O)(=O)=O)=CC=1.BrCC(OCC)OCC, predict the reaction product. The product is: [CH3:1][N:2]1[C:10]2[C:5](=[CH:6][C:7]([C:11]3[NH:12][C:13]4[N:14]([N:18]=[CH:19][C:20]=4[C:21]4[O:22][CH:24]=[CH:25][N:23]=4)[C:15](=[O:17])[CH:16]=3)=[CH:8][CH:9]=2)[CH:4]=[N:3]1. (2) Given the reactants [Na].Cl[C:3]1[C:8]([C:9]#[N:10])=[C:7]([CH3:11])[CH:6]=[C:5]([CH3:12])[N:4]=1.[CH3:13][OH:14], predict the reaction product. The product is: [CH3:13][O:14][C:3]1[C:8]([C:9]#[N:10])=[C:7]([CH3:11])[CH:6]=[C:5]([CH3:12])[N:4]=1.